This data is from Full USPTO retrosynthesis dataset with 1.9M reactions from patents (1976-2016). The task is: Predict the reactants needed to synthesize the given product. The reactants are: C([CH2:3][CH2:4][O:5][P:6]([O-:9])([O-:8])=O)#N.[NH+:10]1[CH:15]=[CH:14][CH:13]=[CH:12][CH:11]=1.[NH+]1[CH:21]=[CH:20][CH:19]=[CH:18][CH:17]=1.[CH:31]1(N=C=N[CH:31]2[CH2:36][CH2:35][CH2:34][CH2:33][CH2:32]2)[CH2:36][CH2:35][CH2:34][CH2:33][CH2:32]1.[OH2:37]. Given the product [C:15]([NH:10][CH2:3][CH2:4][O:5][P:6](=[O:8])=[O:9])(=[O:37])[CH2:14][CH2:13][CH2:12]/[CH:11]=[CH:17]\[CH2:18][CH:19]=[CH:20][CH2:21][CH:11]=[CH:12][CH2:13][CH:14]=[CH:32][CH2:33][CH2:34][CH2:35][CH2:36][CH3:31], predict the reactants needed to synthesize it.